From a dataset of Catalyst prediction with 721,799 reactions and 888 catalyst types from USPTO. Predict which catalyst facilitates the given reaction. Reactant: [C:1]([CH2:3][CH2:4][CH2:5][CH2:6][CH:7]([CH2:20][OH:21])[CH2:8][CH2:9][C:10]1[CH:19]=[CH:18][C:13]([C:14]([O:16][CH3:17])=[O:15])=[CH:12][CH:11]=1)#[N:2].[Cr](Cl)([O-])(=O)=O.[NH+]1C=CC=CC=1. Product: [C:1]([CH2:3][CH2:4][CH2:5][CH2:6][CH:7]([CH:20]=[O:21])[CH2:8][CH2:9][C:10]1[CH:19]=[CH:18][C:13]([C:14]([O:16][CH3:17])=[O:15])=[CH:12][CH:11]=1)#[N:2]. The catalyst class is: 4.